The task is: Predict the product of the given reaction.. This data is from Forward reaction prediction with 1.9M reactions from USPTO patents (1976-2016). (1) Given the reactants [CH3:1][N:2]([CH3:15])[CH2:3][CH2:4][CH2:5][CH2:6][CH2:7][CH2:8][CH2:9][CH2:10][CH2:11][CH2:12][CH2:13][CH3:14].[C:16](=[O:21])([O:19]C)[O:17]C, predict the reaction product. The product is: [C:16](=[O:17])([O-:21])[O-:19].[CH3:1][N+:2]([CH3:16])([CH3:15])[CH2:3][CH2:4][CH2:5][CH2:6][CH2:7][CH2:8][CH2:9][CH2:10][CH2:11][CH2:12][CH2:13][CH3:14].[CH3:1][N+:2]([CH2:3][CH2:4][CH2:5][CH2:6][CH2:7][CH2:8][CH2:9][CH2:10][CH2:11][CH2:12][CH2:13][CH3:14])([CH3:16])[CH3:15]. (2) Given the reactants [Cl:1][C:2]1[C:7]([Cl:8])=[CH:6][CH:5]=[CH:4][C:3]=1[N:9]1[CH2:14][CH2:13][N:12]([CH2:15][CH2:16][CH2:17][OH:18])[CH2:11][CH2:10]1.O=CCCCNC(=O)C1C=CC=CC=1, predict the reaction product. The product is: [Cl:1][C:2]1[C:7]([Cl:8])=[CH:6][CH:5]=[CH:4][C:3]=1[N:9]1[CH2:10][CH2:11][N:12]([CH2:15][CH2:16][CH:17]=[O:18])[CH2:13][CH2:14]1. (3) Given the reactants [C:1]1([S:7]([N:10]2[C:14]3=[N:15][CH:16]=[C:17]([S:19]([CH2:21][CH3:22])=[O:20])[CH:18]=[C:13]3[CH:12]=[C:11]2[C:23](OS(C2C=CC(C)=CC=2)(=O)=O)=[CH:24][CH:25]2[CH2:29][CH2:28][CH2:27][CH2:26]2)(=[O:9])=[O:8])[CH:6]=[CH:5][CH:4]=[CH:3][CH:2]=1.[CH3:41][S:42]([C:45]1[CH:50]=[CH:49][C:48](B(O)O)=[CH:47][CH:46]=1)(=[O:44])=[O:43].C(=O)([O-])[O-].[Na+].[Na+], predict the reaction product. The product is: [C:1]1([S:7]([N:10]2[C:14]3=[N:15][CH:16]=[C:17]([S:19]([CH2:21][CH3:22])=[O:20])[CH:18]=[C:13]3[CH:12]=[C:11]2[C:23]([C:48]2[CH:49]=[CH:50][C:45]([S:42]([CH3:41])(=[O:44])=[O:43])=[CH:46][CH:47]=2)=[CH:24][CH:25]2[CH2:26][CH2:27][CH2:28][CH2:29]2)(=[O:9])=[O:8])[CH:2]=[CH:3][CH:4]=[CH:5][CH:6]=1. (4) Given the reactants [Br:1][C:2]1[CH:3]=[C:4]([CH2:8][NH2:9])[CH:5]=[N:6][CH:7]=1.[CH:10]1([CH:15]=O)[CH2:14][CH2:13][CH2:12][CH2:11]1.[BH3-]C#N.[Na+], predict the reaction product. The product is: [Br:1][C:2]1[CH:3]=[C:4]([CH2:8][NH:9][CH2:15][CH:10]2[CH2:14][CH2:13][CH2:12][CH2:11]2)[CH:5]=[N:6][CH:7]=1. (5) Given the reactants [OH-].[Na+].[CH:3]1([C:6]2[C:11]([C:12]3[CH:17]=[CH:16][C:15]([F:18])=[CH:14][CH:13]=3)=[C:10]([F:19])[C:9]([O:20][CH3:21])=[C:8]([CH2:22][N:23]3[CH2:26][C:25]4([CH2:30][C:29]([N:31]5[CH2:36][CH2:35][C:34]([CH3:42])([C:37]([O:39]CC)=[O:38])[CH2:33][CH2:32]5)=[N:28][O:27]4)[CH2:24]3)[CH:7]=2)[CH2:5][CH2:4]1, predict the reaction product. The product is: [CH:3]1([C:6]2[C:11]([C:12]3[CH:17]=[CH:16][C:15]([F:18])=[CH:14][CH:13]=3)=[C:10]([F:19])[C:9]([O:20][CH3:21])=[C:8]([CH2:22][N:23]3[CH2:26][C:25]4([CH2:30][C:29]([N:31]5[CH2:32][CH2:33][C:34]([CH3:42])([C:37]([OH:39])=[O:38])[CH2:35][CH2:36]5)=[N:28][O:27]4)[CH2:24]3)[CH:7]=2)[CH2:5][CH2:4]1. (6) Given the reactants [CH:1]1(/[CH:7]=[CH:8]/[CH:9]=[O:10])[CH2:6][CH2:5][CH2:4][CH2:3][CH2:2]1.FC(F)(F)C1C=C(C(C2C=C(C(F)(F)F)C=C(C(F)(F)F)C=2)(O[Si](C)(C)C)C2CCCN2)C=C(C(F)(F)F)C=1.[N+](C1C=CC(C(O)=O)=CC=1)([O-])=O.[NH:62]1[CH:66]=[CH:65][CH:64]=[N:63]1, predict the reaction product. The product is: [CH:1]1([CH:7]([N:62]2[CH:66]=[CH:65][CH:64]=[N:63]2)[CH2:8][CH:9]=[O:10])[CH2:6][CH2:5][CH2:4][CH2:3][CH2:2]1.